This data is from Reaction yield outcomes from USPTO patents with 853,638 reactions. The task is: Predict the reaction yield, written as a fraction of the theoretical maximum amount of product (1.0 means a 100% yield; for example, 0.34 means a 34% yield). (1) The reactants are [C:1]([C:5]1[CH:9]=[C:8]([NH:10][C:11]([NH:13][C@@H:14]2[C:23]3[C:18](=[CH:19][CH:20]=[CH:21][CH:22]=3)[C@H:17]([O:24][C:25]3[CH:26]=[CH:27][C:28]4[N:29]([C:31]([N:34]5[CH2:39][CH2:38][CH2:37][CH2:36][C@@H:35]5[CH3:40])=[N:32][N:33]=4)[CH:30]=3)[CH2:16][CH2:15]2)=[O:12])[N:7]([C:41]2[CH:42]=[C:43]([CH:50]=[CH:51][CH:52]=2)[CH2:44][O:45]S(C)(=O)=O)[N:6]=1)([CH3:4])([CH3:3])[CH3:2].[NH:53]1[CH2:58][CH2:57][CH2:56][CH2:55][CH2:54]1.C1C[O:62]CC1. No catalyst specified. The product is [CH:44]([OH:45])=[O:62].[C:1]([C:5]1[CH:9]=[C:8]([NH:10][C:11]([NH:13][C@@H:14]2[C:23]3[C:18](=[CH:19][CH:20]=[CH:21][CH:22]=3)[C@H:17]([O:24][C:25]3[CH:26]=[CH:27][C:28]4[N:29]([C:31]([N:34]5[CH2:39][CH2:38][CH2:37][CH2:36][C@@H:35]5[CH3:40])=[N:32][N:33]=4)[CH:30]=3)[CH2:16][CH2:15]2)=[O:12])[N:7]([C:41]2[CH:52]=[CH:51][CH:50]=[C:43]([CH2:44][N:53]3[CH2:58][CH2:57][CH2:56][CH2:55][CH2:54]3)[CH:42]=2)[N:6]=1)([CH3:4])([CH3:3])[CH3:2]. The yield is 0.250. (2) The reactants are [NH2:1][CH2:2][C:3]1[C:4]([C:25]2[CH:30]=[CH:29][CH:28]=[CH:27][CH:26]=2)=[N:5][C:6]2[C:11]([C:12]=1[C:13]([NH:15][C@H:16]([C:19]1[CH:24]=[CH:23][CH:22]=[CH:21][CH:20]=1)[CH2:17][CH3:18])=[O:14])=[CH:10][CH:9]=[CH:8][CH:7]=2.C(N(CC)CC)C.[CH3:38][S:39](Cl)(=[O:41])=[O:40]. The catalyst is C(Cl)Cl. The product is [C:19]1([C@@H:16]([NH:15][C:13]([C:12]2[C:11]3[C:6](=[CH:7][CH:8]=[CH:9][CH:10]=3)[N:5]=[C:4]([C:25]3[CH:26]=[CH:27][CH:28]=[CH:29][CH:30]=3)[C:3]=2[CH2:2][NH:1][S:39]([CH3:38])(=[O:41])=[O:40])=[O:14])[CH2:17][CH3:18])[CH:20]=[CH:21][CH:22]=[CH:23][CH:24]=1. The yield is 0.420.